The task is: Regression/Classification. Given a drug SMILES string, predict its absorption, distribution, metabolism, or excretion properties. Task type varies by dataset: regression for continuous measurements (e.g., permeability, clearance, half-life) or binary classification for categorical outcomes (e.g., BBB penetration, CYP inhibition). For this dataset (lipophilicity_astrazeneca), we predict Y.. This data is from Experimental lipophilicity measurements (octanol/water distribution) for 4,200 compounds from AstraZeneca. (1) The compound is C[C@@H](COCCCS(=O)(=O)CCNCCc1ccc(O)c2nc(O)sc12)c1ccccc1. The Y is 2.32 logD. (2) The compound is COc1cc2ncc(C(N)=O)c(Nc3cccc(F)c3F)c2cc1OC. The Y is 2.82 logD. (3) The drug is Nc1ccccc1NC(=O)c1ccc(-c2ncc(CN3CCCCC3)s2)cc1. The Y is 2.82 logD. (4) The molecule is Cc1cc(C)cc(-c2[nH]c3ccccc3c2CCNCCCCc2ccncc2)c1. The Y is 3.30 logD. (5) The drug is O=C(c1ccc(F)cc1)C(O)c1ccc(F)cc1. The Y is 2.49 logD. (6) The drug is Cc1nc(C)c(-c2ccc([C@H]3CC[C@H](CC(N)=O)CC3)cc2)nc1C(N)=O. The Y is 2.70 logD. (7) The drug is Cn1ncnc1COc1nn2c(-c3cc(F)ccc3F)nnc2cc1C(C)(C)C. The Y is 2.40 logD.